Dataset: Forward reaction prediction with 1.9M reactions from USPTO patents (1976-2016). Task: Predict the product of the given reaction. (1) Given the reactants [CH3:1][N:2]([CH3:42])[C:3](=[O:41])[CH:4]([NH:30][S:31]([C:34]1[CH:39]=[CH:38][C:37]([CH3:40])=[CH:36][CH:35]=1)(=[O:33])=[O:32])[CH2:5][C:6]1[CH:11]=[CH:10][C:9]([C:12]2[CH:17]=[CH:16][C:15]([CH2:18][CH2:19][C:20](=[O:29])[NH:21][O:22]C3C=CC=CC=3)=[CH:14][CH:13]=2)=[CH:8][CH:7]=1.[H][H], predict the reaction product. The product is: [OH:22][NH:21][C:20]([CH2:19][CH2:18][C:15]1[CH:16]=[CH:17][C:12]([C:9]2[CH:10]=[CH:11][C:6]([CH2:5][CH:4]([NH:30][S:31]([C:34]3[CH:35]=[CH:36][C:37]([CH3:40])=[CH:38][CH:39]=3)(=[O:33])=[O:32])[C:3]([N:2]([CH3:42])[CH3:1])=[O:41])=[CH:7][CH:8]=2)=[CH:13][CH:14]=1)=[O:29]. (2) Given the reactants [Br:1][C:2]1[CH:11]=[C:10]2[C:5]([CH2:6][CH2:7][C:8]3([CH2:17][CH2:16][CH:15]([O:18][CH3:19])[CH2:14][CH2:13]3)[C:9]2=[NH:12])=[CH:4][CH:3]=1.O=[C:21]([CH3:25])[C:22](=[S:24])[NH2:23], predict the reaction product. The product is: [Br:1][C:2]1[CH:11]=[C:10]2[C:5]([CH2:6][CH2:7][C:8]3([C:9]42[NH:23][C:22](=[S:24])[C:21]([CH3:25])=[N:12]4)[CH2:17][CH2:16][CH:15]([O:18][CH3:19])[CH2:14][CH2:13]3)=[CH:4][CH:3]=1.